Dataset: Catalyst prediction with 721,799 reactions and 888 catalyst types from USPTO. Task: Predict which catalyst facilitates the given reaction. (1) Reactant: C([O:8][C:9]1[C:17]([C:18]2[CH:19]=[N:20][CH:21]=[CH:22][CH:23]=2)=[CH:16][CH:15]=[C:14]2[C:10]=1[CH2:11][C:12](=[O:25])[N:13]2[CH3:24])C1C=CC=CC=1. Product: [OH:8][C:9]1[C:17]([C:18]2[CH:19]=[N:20][CH:21]=[CH:22][CH:23]=2)=[CH:16][CH:15]=[C:14]2[C:10]=1[CH2:11][C:12](=[O:25])[N:13]2[CH3:24]. The catalyst class is: 29. (2) Reactant: [I-:1].[I-:1].[I-:1].[CH2:4]([C:6]1[C:19]2[C:10](=[S+:11][C:12]3[C:17]([N:18]=2)=[C:16]([CH3:20])[CH:15]=[CH:14][CH:13]=3)[CH:9]=[C:8]([N:21]2[CH2:27][CH2:26][CH2:25][N:24]([C:28]([O:30][C:31]([CH3:34])([CH3:33])[CH3:32])=[O:29])[CH2:23][CH2:22]2)[CH:7]=1)[CH3:5].[CH2:4]([C:6]1[C:19]2[C:10](=[S+:11][C:12]3[C:17]([N:18]=2)=[C:16]([CH3:20])[CH:15]=[CH:14][CH:13]=3)[CH:9]=[C:8]([N:21]2[CH2:27][CH2:26][CH2:25][N:24]([C:28]([O:30][C:31]([CH3:33])([CH3:32])[CH3:34])=[O:29])[CH2:23][CH2:22]2)[CH:7]=1)[CH3:5].[CH2:4]([C:6]1[C:19]2[C:10](=[S+:11][C:12]3[C:17]([N:18]=2)=[C:16]([CH3:20])[CH:15]=[CH:14][CH:13]=3)[CH:9]=[C:8]([N:21]2[CH2:27][CH2:26][CH2:25][N:24]([C:28]([O:30][C:31]([CH3:32])([CH3:34])[CH3:33])=[O:29])[CH2:23][CH2:22]2)[CH:7]=1)[CH3:5].[NH:97]1[CH2:102][CH2:101][O:100][CH2:99][CH2:98]1. Product: [I-:1].[CH2:4]([C:6]1[C:19]2[C:10](=[S+:11][C:12]3[C:17]([N:18]=2)=[C:16]([CH3:20])[CH:15]=[C:14]([N:97]2[CH2:102][CH2:101][O:100][CH2:99][CH2:98]2)[CH:13]=3)[CH:9]=[C:8]([N:21]2[CH2:27][CH2:26][CH2:25][N:24]([C:28]([O:30][C:31]([CH3:33])([CH3:32])[CH3:34])=[O:29])[CH2:23][CH2:22]2)[CH:7]=1)[CH3:5]. The catalyst class is: 10. (3) Reactant: [O:1]1[C:5]([C:6]2[CH:11]=[CH:10][C:9]([NH:12][C:13]3[N:14]=[C:15]([N:23]([C:27]4[CH:32]=[CH:31][CH:30]=[CH:29][CH:28]=4)[CH2:24][CH2:25][OH:26])[C:16]4[CH2:22][NH:21][CH2:20][CH2:19][C:17]=4[N:18]=3)=[CH:8][CH:7]=2)=[CH:4][N:3]=[CH:2]1.C(N(CC)CC)C.Cl.[CH3:41][N:42]([CH2:44][C:45](Cl)=[O:46])[CH3:43]. Product: [CH3:41][N:42]([CH3:43])[CH2:44][C:45]([N:21]1[CH2:20][CH2:19][C:17]2[N:18]=[C:13]([NH:12][C:9]3[CH:10]=[CH:11][C:6]([C:5]4[O:1][CH:2]=[N:3][CH:4]=4)=[CH:7][CH:8]=3)[N:14]=[C:15]([N:23]([CH2:24][CH2:25][OH:26])[C:27]3[CH:28]=[CH:29][CH:30]=[CH:31][CH:32]=3)[C:16]=2[CH2:22]1)=[O:46]. The catalyst class is: 138. (4) Reactant: [Br:1][C:2]1[N:7]=[C:6]([O:8][CH3:9])[C:5]([NH:10][CH:11]=[O:12])=[CH:4][CH:3]=1.[I-].[K+].C(=O)([O-])[O-].[Cs+].[Cs+].Cl[CH2:22][C:23](=[O:25])[CH3:24]. Product: [Br:1][C:2]1[N:7]=[C:6]([O:8][CH3:9])[C:5]([N:10]([CH2:22][C:23](=[O:25])[CH3:24])[CH:11]=[O:12])=[CH:4][CH:3]=1. The catalyst class is: 3. (5) Reactant: N1CCC[C@H]1C(O)=O.[H-].[Na+].C[O:12][C:13](=[O:27])[C@@H:14]1[CH2:18][C@@H:17]([OH:19])[CH2:16][N:15]1[C:20]([O:22][C:23]([CH3:26])([CH3:25])[CH3:24])=[O:21].[Br:28][C:29]1[CH:36]=[CH:35][C:32]([CH2:33]Br)=[CH:31][CH:30]=1. Product: [C:20]([N:15]1[CH2:16][C@H:17]([O:19][CH2:33][C:32]2[CH:35]=[CH:36][C:29]([Br:28])=[CH:30][CH:31]=2)[CH2:18][C@H:14]1[C:13]([OH:12])=[O:27])([O:22][C:23]([CH3:26])([CH3:25])[CH3:24])=[O:21]. The catalyst class is: 20. (6) Reactant: Cl.[NH2:2][C@H:3]([CH2:33][C:34]1[CH:39]=[CH:38][CH:37]=[CH:36][C:35]=1[Cl:40])[C:4]([N:6]1[CH2:11][CH2:10][CH:9]([N:12]2[N:21]=[C:20]([C:22]3[CH:27]=[CH:26][C:25]([O:28][CH3:29])=[C:24]([O:30][CH3:31])[CH:23]=3)[C@@H:19]3[C@@H:14]([CH2:15][CH2:16][CH2:17][CH2:18]3)[C:13]2=[O:32])[CH2:8][CH2:7]1)=[O:5].[CH:41]1([CH2:44][O:45][C:46]2[CH:54]=[CH:53][C:49]3[O:50][CH2:51][O:52][C:48]=3[C:47]=2[C:55]2[C:56]3[NH:63][CH:62]=[C:61]([C:64](O)=[O:65])[C:57]=3[N:58]=[CH:59][N:60]=2)[CH2:43][CH2:42]1.CCOC(C(C#N)=NOC(N1CCOCC1)=[N+](C)C)=O.F[P-](F)(F)(F)(F)F.CCN(C(C)C)C(C)C.C(=O)(O)[O-].[Na+]. Product: [Cl:40][C:35]1[CH:36]=[CH:37][CH:38]=[CH:39][C:34]=1[CH2:33][C@@H:3]([NH:2][C:64]([C:61]1[C:57]2[N:58]=[CH:59][N:60]=[C:55]([C:47]3[C:48]4[O:52][CH2:51][O:50][C:49]=4[CH:53]=[CH:54][C:46]=3[O:45][CH2:44][CH:41]3[CH2:43][CH2:42]3)[C:56]=2[NH:63][CH:62]=1)=[O:65])[C:4]([N:6]1[CH2:7][CH2:8][CH:9]([N:12]2[N:21]=[C:20]([C:22]3[CH:27]=[CH:26][C:25]([O:28][CH3:29])=[C:24]([O:30][CH3:31])[CH:23]=3)[C@@H:19]3[C@@H:14]([CH2:15][CH2:16][CH2:17][CH2:18]3)[C:13]2=[O:32])[CH2:10][CH2:11]1)=[O:5]. The catalyst class is: 2.